Task: Binary Classification. Given a miRNA mature sequence and a target amino acid sequence, predict their likelihood of interaction.. Dataset: Experimentally validated miRNA-target interactions with 360,000+ pairs, plus equal number of negative samples (1) The miRNA is hsa-miR-4701-5p with sequence UUGGCCACCACACCUACCCCUU. The protein sequence of the target gene is MESLGLHTVTLSDGTTAYVQQAVKGEKLLEGQVIQLEDGTTAYIHQVTVQKEALSFEDGQPVQLEDGSMAYIHRTPREGYDPSTLEAVQLEDGSTAYIHHPVAVPSESTILAVQTEVGLEDLAAEDDEGFSADAVVALEQYASKVLHDSQIPRNGKGQQVGDRAFRCGYKGCGRLYTTAHHLKVHERAHTGDRPYRCDFPSCGKAFATGYGLKSHVRTHTGEKPYKCPEELCSKAFKTSGDLQKHVRTHTGERPFQCPFEGCGRSFTTSNIRKVHVRTHTGERPYTCPEPHCGRGFTSAT.... Result: 1 (interaction). (2) The miRNA is hsa-miR-4329 with sequence CCUGAGACCCUAGUUCCAC. The protein sequence of the target gene is MGAAGSSALARFVLLAQSRPGWLGVAALGLTAVALGAVAWRRAWPTRRRRLLQQVGTVAQLWIYPVKSCKGVPVSEAECTAMGLRSGNLRDRFWLVINQEGNMVTARQEPRLVLISLTCDGDTLTLSAAYTKDLLLPIKTPTTNAVHKCRVHGLEIEGRDCGEATAQWITSFLKSQPYRLVHFEPHMRPRRPHQIADLFRPKDQIAYSDTSPFLILSEASLADLNSRLEKKVKATNFRPNIVISGCDVYAEDSWDELLIGDVELKRVMACSRCILTTVDPDTGVMSRKEPLETLKSYRQC.... Result: 0 (no interaction). (3) The miRNA is mmu-miR-195a-5p with sequence UAGCAGCACAGAAAUAUUGGC. The protein sequence of the target gene is MSAHNRGTELDLSWISKIQVNHPAVLRRAEQIQARRTVKKEWQAAWLLKAVTFIDLTTLSGDDTSSNIQRLCYKAKYPIREDLLKALNMHDKGITTAAVCVYPARVCDAVKALKAAGCNIPVASVAAGFPAGQTHLKTRLEEIRLAVEDGATEIDVVINRSLVLTGQWEALYDEIRQFRKACGEAHLKTILATGELGTLTNVYKASMIAMMAGSDFIKTSTGKETVNATFPVAIVMLRAIRDFFWKTGNKIGFKPAGGIRSAKDSLAWLSLVKEELGDEWLKPELFRIGASTLLSDIERQ.... Result: 0 (no interaction). (4) Result: 0 (no interaction). The miRNA is hsa-miR-7-1-3p with sequence CAACAAAUCACAGUCUGCCAUA. The protein sequence of the target gene is MAPTWSPSVVSVVGPVGLFLVLLARGCLAEEPPRFIREPKDQIGVSGGVASFVCQATGDPKPRVTWNKKGKKVNSQRFETIDFDESSGAVLRIQPLRTPRDENVYECVAQNSVGEITIHAKLTVLREDQLPPGFPNIDMGPQLKVVERTRTATMLCAASGNPDPEITWFKDFLPVDPSASNGRIKQLRSGALQIESSEETDQGKYECVATNSAGVRYSSPANLYVRVRRVAPRFSILPMSHEIMPGGNVNITCVAVGSPMPYVKWMQGAEDLTPEDDMPVGRNVLELTDVKDSANYTCVA.... (5) The miRNA is hsa-miR-24-3p with sequence UGGCUCAGUUCAGCAGGAACAG. The protein sequence of the target gene is MRVTLSTLDTCESSFTPLVVIELAQDVKDETKEWLKNRIIAKKKDGGAQLLFRPLLNKYEKETLENQNLYLVGASNVRLLLGAEAVGLVKECTDAAMRAFTYGTRHNFKGFHDNNNDFLTMAECQFIIKHELENLRARDEKMIPGYPQAKLYPGKSLMRRLLTSGIVTQVFPLHDTEALKKLEDTWYTRFALKYQPIDSIRSYFGETIALYFGFLEYFTFALIPMAIIGLPYYLFVWEDYDKYVIFASFNLIWSTVILEVWKRGCANMTYRWGTLVMKRQFEEPRPGFHGVLGINSVTGR.... Result: 0 (no interaction). (6) The protein sequence of the target gene is MEILMTVSKFASICTMGANASALEKEIGPEQFPVNEHYFGLVNFGNTCYCNSVLQALYFCRPFREKVLAYKSQPRKKESLLTCLADLFHSIATQKKKVGVIPPKKFITRLRKENELFDNYMQQDAHEFLNYLLNTIADILQEERKQEKQNGRLPNGNIDNENNNSTPDPTWVHEIFQGTLTNETRCLTCETISSKDEDFLDLSVDVEQNTSITHCLRGFSNTETLCSEYKYYCEECRSKQEAHKRMKVKKLPMILALHLKRFKYMDQLHRYTKLSYRVVFPLELRLFNTSGDATNPDRMY.... Result: 1 (interaction). The miRNA is hsa-miR-5196-5p with sequence AGGGAAGGGGACGAGGGUUGGG.